From a dataset of NCI-60 drug combinations with 297,098 pairs across 59 cell lines. Regression. Given two drug SMILES strings and cell line genomic features, predict the synergy score measuring deviation from expected non-interaction effect. (1) Synergy scores: CSS=19.1, Synergy_ZIP=-2.02, Synergy_Bliss=6.45, Synergy_Loewe=0.204, Synergy_HSA=2.06. Cell line: SF-295. Drug 1: C1CN1P(=S)(N2CC2)N3CC3. Drug 2: C1C(C(OC1N2C=NC(=NC2=O)N)CO)O. (2) Drug 1: CCCS(=O)(=O)NC1=C(C(=C(C=C1)F)C(=O)C2=CNC3=C2C=C(C=N3)C4=CC=C(C=C4)Cl)F. Drug 2: CS(=O)(=O)C1=CC(=C(C=C1)C(=O)NC2=CC(=C(C=C2)Cl)C3=CC=CC=N3)Cl. Cell line: NCI-H522. Synergy scores: CSS=9.34, Synergy_ZIP=-1.60, Synergy_Bliss=3.08, Synergy_Loewe=1.66, Synergy_HSA=1.82. (3) Drug 1: C1=NC(=NC(=O)N1C2C(C(C(O2)CO)O)O)N. Drug 2: C#CCC(CC1=CN=C2C(=N1)C(=NC(=N2)N)N)C3=CC=C(C=C3)C(=O)NC(CCC(=O)O)C(=O)O. Cell line: MCF7. Synergy scores: CSS=46.6, Synergy_ZIP=2.58, Synergy_Bliss=2.55, Synergy_Loewe=-14.8, Synergy_HSA=2.03. (4) Drug 1: C1=NC2=C(N=C(N=C2N1C3C(C(C(O3)CO)O)F)Cl)N. Drug 2: C1CN1C2=NC(=NC(=N2)N3CC3)N4CC4. Cell line: NCI-H322M. Synergy scores: CSS=7.57, Synergy_ZIP=1.09, Synergy_Bliss=3.69, Synergy_Loewe=1.54, Synergy_HSA=1.45. (5) Drug 1: CC1=C(C(=O)C2=C(C1=O)N3CC4C(C3(C2COC(=O)N)OC)N4)N. Drug 2: C1CC(CNC1)C2=CC=C(C=C2)N3C=C4C=CC=C(C4=N3)C(=O)N. Cell line: HT29. Synergy scores: CSS=61.3, Synergy_ZIP=10.6, Synergy_Bliss=10.7, Synergy_Loewe=9.51, Synergy_HSA=14.5.